From a dataset of Full USPTO retrosynthesis dataset with 1.9M reactions from patents (1976-2016). Predict the reactants needed to synthesize the given product. (1) The reactants are: [N+:1]([C:4]1[CH:5]=[CH:6][C:7]([S:10][CH2:11][CH2:12][OH:13])=[N:8][CH:9]=1)([O-:3])=[O:2].[Cl:14][C:15]1[CH:23]=[CH:22][C:18]([C:19](Cl)=[O:20])=[CH:17][CH:16]=1.N1C=CC=CC=1. Given the product [Cl:14][C:15]1[CH:23]=[CH:22][C:18]([C:19]([O:13][CH2:12][CH2:11][S:10][C:7]2[CH:6]=[CH:5][C:4]([N+:1]([O-:3])=[O:2])=[CH:9][N:8]=2)=[O:20])=[CH:17][CH:16]=1, predict the reactants needed to synthesize it. (2) Given the product [Cl:36][C:37]1[CH:42]=[C:41]([F:43])[CH:40]=[CH:39][C:38]=1[CH2:44][NH:45][C:5](=[O:7])[C@@H:4]1[CH2:8][C:9]([CH3:13])([CH3:12])[C:10](=[O:11])[N:3]1[CH2:1][CH3:2], predict the reactants needed to synthesize it. The reactants are: [CH2:1]([N:3]1[C:10](=[O:11])[C:9]([CH3:13])([CH3:12])[CH2:8][C@H:4]1[C:5]([OH:7])=O)[CH3:2].ON1C2C=CC=CC=2N=N1.Cl.CN(C)CCCN=C=NCC.[Cl:36][C:37]1[CH:42]=[C:41]([F:43])[CH:40]=[CH:39][C:38]=1[CH2:44][NH2:45].C(N(C(C)C)CC)(C)C. (3) Given the product [P:1]([OH:3])([OH:6])([O:9][C:10]1[CH:37]=[CH:36][C:13]2[C:14](=[O:35])/[C:15](=[CH:17]/[C:18]3[C:26]4[C:21](=[CH:22][CH:23]=[C:24]([O:27][CH3:28])[CH:25]=4)[NH:20][C:19]=3[C:29]3[CH:34]=[CH:33][CH:32]=[CH:31][CH:30]=3)/[O:16][C:12]=2[CH:11]=1)=[O:2], predict the reactants needed to synthesize it. The reactants are: [P:1]([O:9][C:10]1[CH:37]=[CH:36][C:13]2[C:14](=[O:35])/[C:15](=[CH:17]/[C:18]3[C:26]4[C:21](=[CH:22][CH:23]=[C:24]([O:27][CH3:28])[CH:25]=4)[NH:20][C:19]=3[C:29]3[CH:34]=[CH:33][CH:32]=[CH:31][CH:30]=3)/[O:16][C:12]=2[CH:11]=1)([O:6]CC)([O:3]CC)=[O:2].[Si](Br)(C)(C)C.C([O-])(O)=O.[Na+].CO. (4) Given the product [C:12]([O:11][C:9]([N:24]1[CH2:23][CH:22]2[CH2:32][CH2:31][CH:26]([C:27]3[CH:28]=[C:29]4[C:19](=[CH:20][C:21]=32)[N:18]=[C:17]([CH3:16])[NH:30]4)[CH2:25]1)=[O:10])([CH3:13])([CH3:14])[CH3:15], predict the reactants needed to synthesize it. The reactants are: [C:12]([O:11][C:9](O[C:9]([O:11][C:12]([CH3:15])([CH3:14])[CH3:13])=[O:10])=[O:10])([CH3:15])([CH3:14])[CH3:13].[CH3:16][C:17]1[NH:30][C:29]2[C:19](=[CH:20][C:21]3[CH:22]4[CH2:32][CH2:31][CH:26]([C:27]=3[CH:28]=2)[CH2:25][NH:24][CH2:23]4)[N:18]=1.C([O-])(O)=O.[Na+].